This data is from NCI-60 drug combinations with 297,098 pairs across 59 cell lines. The task is: Regression. Given two drug SMILES strings and cell line genomic features, predict the synergy score measuring deviation from expected non-interaction effect. (1) Drug 1: CC(C1=C(C=CC(=C1Cl)F)Cl)OC2=C(N=CC(=C2)C3=CN(N=C3)C4CCNCC4)N. Cell line: K-562. Synergy scores: CSS=50.2, Synergy_ZIP=-6.16, Synergy_Bliss=-0.631, Synergy_Loewe=-14.2, Synergy_HSA=-0.109. Drug 2: C1=CC=C(C=C1)NC(=O)CCCCCCC(=O)NO. (2) Drug 1: C1CN1P(=S)(N2CC2)N3CC3. Drug 2: C1=CC=C(C=C1)NC(=O)CCCCCCC(=O)NO. Cell line: T-47D. Synergy scores: CSS=34.6, Synergy_ZIP=-2.21, Synergy_Bliss=-1.30, Synergy_Loewe=0.587, Synergy_HSA=2.33. (3) Drug 1: CC1=C2C(C(=O)C3(C(CC4C(C3C(C(C2(C)C)(CC1OC(=O)C(C(C5=CC=CC=C5)NC(=O)OC(C)(C)C)O)O)OC(=O)C6=CC=CC=C6)(CO4)OC(=O)C)OC)C)OC. Drug 2: CCC(=C(C1=CC=CC=C1)C2=CC=C(C=C2)OCCN(C)C)C3=CC=CC=C3.C(C(=O)O)C(CC(=O)O)(C(=O)O)O. Cell line: BT-549. Synergy scores: CSS=67.9, Synergy_ZIP=10.6, Synergy_Bliss=14.5, Synergy_Loewe=-16.2, Synergy_HSA=14.5. (4) Drug 1: CCN(CC)CCNC(=O)C1=C(NC(=C1C)C=C2C3=C(C=CC(=C3)F)NC2=O)C. Drug 2: C(=O)(N)NO. Cell line: T-47D. Synergy scores: CSS=-7.10, Synergy_ZIP=8.08, Synergy_Bliss=7.70, Synergy_Loewe=-2.34, Synergy_HSA=-3.58. (5) Drug 1: CS(=O)(=O)C1=CC(=C(C=C1)C(=O)NC2=CC(=C(C=C2)Cl)C3=CC=CC=N3)Cl. Drug 2: C1=NC2=C(N=C(N=C2N1C3C(C(C(O3)CO)O)O)F)N. Cell line: SN12C. Synergy scores: CSS=-0.458, Synergy_ZIP=-5.79, Synergy_Bliss=-3.10, Synergy_Loewe=-14.7, Synergy_HSA=-5.33.